From a dataset of NCI-60 drug combinations with 297,098 pairs across 59 cell lines. Regression. Given two drug SMILES strings and cell line genomic features, predict the synergy score measuring deviation from expected non-interaction effect. (1) Drug 1: C1=CC(=CC=C1CCCC(=O)O)N(CCCl)CCCl. Drug 2: C1CCC(C(C1)N)N.C(=O)(C(=O)[O-])[O-].[Pt+4]. Cell line: 786-0. Synergy scores: CSS=56.3, Synergy_ZIP=-7.91, Synergy_Bliss=-6.90, Synergy_Loewe=-19.0, Synergy_HSA=-3.03. (2) Drug 1: CCCS(=O)(=O)NC1=C(C(=C(C=C1)F)C(=O)C2=CNC3=C2C=C(C=N3)C4=CC=C(C=C4)Cl)F. Drug 2: C1=NC2=C(N1)C(=S)N=CN2. Cell line: HOP-62. Synergy scores: CSS=20.2, Synergy_ZIP=-9.65, Synergy_Bliss=-12.5, Synergy_Loewe=-34.6, Synergy_HSA=-12.9.